Dataset: Reaction yield outcomes from USPTO patents with 853,638 reactions. Task: Predict the reaction yield, written as a fraction of the theoretical maximum amount of product (1.0 means a 100% yield; for example, 0.34 means a 34% yield). The reactants are C([O:5][C:6](=[O:25])[CH2:7][CH2:8][C:9]([C:22](=[O:24])[CH3:23])([C:19](=[O:21])[CH3:20])[CH2:10][CH2:11][C:12]([O:14]C(C)(C)C)=[O:13])(C)(C)C.Cl. The catalyst is C(O)(C)(C)C.O. The product is [C:22]([C:9]([C:19](=[O:21])[CH3:20])([CH2:10][CH2:11][C:12]([OH:14])=[O:13])[CH2:8][CH2:7][C:6]([OH:25])=[O:5])(=[O:24])[CH3:23]. The yield is 0.690.